Task: Predict the product of the given reaction.. Dataset: Forward reaction prediction with 1.9M reactions from USPTO patents (1976-2016) Given the reactants [CH2:1]([N:8]1[C:13](=[O:14])[C:12]([CH3:15])=[C:11]2[S:16][C:17]([C:19]([OH:21])=O)=[CH:18][N:10]2[C:9]1=[O:22])[C:2]1[CH:7]=[CH:6][CH:5]=[CH:4][CH:3]=1.[F:23][C:24]([F:34])([F:33])C1C=CC(CN)=CC=1.[OH2:35].ON1[C:41]2[CH:42]=[CH:43][CH:44]=[CH:45][C:40]=2N=N1.Cl.C[N:48]([CH3:57])CCCN=C=NCC, predict the reaction product. The product is: [F:34][C:24]([F:23])([F:33])[O:35][C:40]1[CH:45]=[CH:44][C:43]([CH2:57][NH:48][C:19]([C:17]2[S:16][C:11]3[N:10]([C:9](=[O:22])[N:8]([CH2:1][C:2]4[CH:3]=[CH:4][CH:5]=[CH:6][CH:7]=4)[C:13](=[O:14])[C:12]=3[CH3:15])[CH:18]=2)=[O:21])=[CH:42][CH:41]=1.